The task is: Predict the product of the given reaction.. This data is from Forward reaction prediction with 1.9M reactions from USPTO patents (1976-2016). (1) Given the reactants [Cl:1][C:2]1[CH:17]=[CH:16][C:5]([CH2:6][NH:7][C:8](=[O:15])[NH:9][O:10][CH2:11][C:12]([OH:14])=O)=[CH:4][CH:3]=1.[NH2:18][C@@H:19]([CH3:43])[C:20]([N:22]([C@@H:34]([CH3:42])[CH:35]([O:39][CH2:40][CH3:41])[O:36][CH2:37][CH3:38])[CH2:23][C:24]1[C:33]2[C:28](=[CH:29][CH:30]=[CH:31][CH:32]=2)[CH:27]=[CH:26][CH:25]=1)=[O:21], predict the reaction product. The product is: [Cl:1][C:2]1[CH:3]=[CH:4][C:5]([CH2:6][NH:7][C:8]([NH:9][O:10][CH2:11][C:12]([NH:18][C@@H:19]([CH3:43])[C:20]([N:22]([C@@H:34]([CH3:42])[CH:35]([O:39][CH2:40][CH3:41])[O:36][CH2:37][CH3:38])[CH2:23][C:24]2[C:33]3[C:28](=[CH:29][CH:30]=[CH:31][CH:32]=3)[CH:27]=[CH:26][CH:25]=2)=[O:21])=[O:14])=[O:15])=[CH:16][CH:17]=1. (2) Given the reactants [F:1][C:2]1[CH:14]=[CH:13][C:5]([O:6][CH2:7][C:8]([O:10]CC)=[O:9])=[CH:4][C:3]=1[CH3:15].[OH-].[K+], predict the reaction product. The product is: [F:1][C:2]1[CH:14]=[CH:13][C:5]([O:6][CH2:7][C:8]([OH:10])=[O:9])=[CH:4][C:3]=1[CH3:15].